Dataset: Full USPTO retrosynthesis dataset with 1.9M reactions from patents (1976-2016). Task: Predict the reactants needed to synthesize the given product. (1) Given the product [F:44][C:45]([F:50])([F:49])[C:46]([OH:48])=[O:47].[CH3:1][C@H:2]1[CH2:6][CH2:5][CH2:4][N:3]1[C:7]1[CH:8]=[C:9]([NH:13][C:14]2[C:15]3[N:43]=[CH:42][S:41][C:16]=3[N:17]=[C:18]([C:20]3[CH:40]=[CH:39][CH:38]=[C:22]([CH2:23][NH:24][CH:25]4[CH2:30][CH2:29][NH:28][CH2:27][CH2:26]4)[CH:21]=3)[N:19]=2)[CH:10]=[CH:11][CH:12]=1, predict the reactants needed to synthesize it. The reactants are: [CH3:1][C@H:2]1[CH2:6][CH2:5][CH2:4][N:3]1[C:7]1[CH:8]=[C:9]([NH:13][C:14]2[C:15]3[N:43]=[CH:42][S:41][C:16]=3[N:17]=[C:18]([C:20]3[CH:21]=[C:22]([CH:38]=[CH:39][CH:40]=3)[CH2:23][NH:24][CH:25]3[CH2:30][CH2:29][N:28](C(OC(C)(C)C)=O)[CH2:27][CH2:26]3)[N:19]=2)[CH:10]=[CH:11][CH:12]=1.[F:44][C:45]([F:50])([F:49])[C:46]([OH:48])=[O:47]. (2) Given the product [C:3]([C:2]([NH:1][C:27](=[O:28])[C:26]1[CH:30]=[CH:31][C:23]([O:22][C:21]([F:20])([F:32])[F:33])=[CH:24][CH:25]=1)([CH3:19])[CH2:5][O:6][C:7]1[CH:8]=[CH:9][C:10]2[CH2:14][O:13][B:12]([OH:15])[C:11]=2[C:16]=1[O:17][CH3:18])#[N:4], predict the reactants needed to synthesize it. The reactants are: [NH2:1][C:2]([CH3:19])([CH2:5][O:6][C:7]1[CH:8]=[CH:9][C:10]2[CH2:14][O:13][B:12]([OH:15])[C:11]=2[C:16]=1[O:17][CH3:18])[C:3]#[N:4].[F:20][C:21]([F:33])([F:32])[O:22][C:23]1[CH:31]=[CH:30][C:26]([C:27](O)=[O:28])=[CH:25][CH:24]=1.CN(C(ON1N=NC2C=CC=NC1=2)=[N+](C)C)C.F[P-](F)(F)(F)(F)F.CCN(C(C)C)C(C)C.